From a dataset of Full USPTO retrosynthesis dataset with 1.9M reactions from patents (1976-2016). Predict the reactants needed to synthesize the given product. Given the product [CH3:24][O:23][C:20]1[CH:21]=[CH:22][C:17]([NH:16][C:14]([C:11]2[CH:12]=[CH:13][C:8]([C:5]3[CH:6]=[CH:7][C:2]([NH:1][CH3:37])=[CH:3][CH:4]=3)=[CH:9][CH:10]=2)=[O:15])=[CH:18][C:19]=1[NH:25][C:26](=[O:34])[CH2:27][N:28]1[CH2:33][CH2:32][O:31][CH2:30][CH2:29]1, predict the reactants needed to synthesize it. The reactants are: [NH2:1][C:2]1[CH:7]=[CH:6][C:5]([C:8]2[CH:13]=[CH:12][C:11]([C:14]([NH:16][C:17]3[CH:22]=[CH:21][C:20]([O:23][CH3:24])=[C:19]([NH:25][C:26](=[O:34])[CH2:27][N:28]4[CH2:33][CH2:32][O:31][CH2:30][CH2:29]4)[CH:18]=3)=[O:15])=[CH:10][CH:9]=2)=[CH:4][CH:3]=1.C=O.[C:37]([BH3-])#N.[Na+].